This data is from Forward reaction prediction with 1.9M reactions from USPTO patents (1976-2016). The task is: Predict the product of the given reaction. (1) Given the reactants Cl[C:2]1[N:7]=[C:6]([NH:8][C@H:9]([C:11]2[CH:16]=[CH:15][C:14]([F:17])=[CH:13][CH:12]=2)[CH3:10])[CH:5]=[C:4]([C:18]2[CH:19]=[N:20][N:21]([CH2:23][O:24][CH2:25][CH2:26][Si:27]([CH3:30])([CH3:29])[CH3:28])[CH:22]=2)[CH:3]=1.[NH2:31][C:32]1[CH:37]=[N:36][CH:35]=[CH:34][N:33]=1.C1(P(C2CCCCC2)C2C=CC=CC=2C2C(C(C)C)=CC(C(C)C)=CC=2C(C)C)CCCCC1.CC(C)([O-])C.[Na+], predict the reaction product. The product is: [F:17][C:14]1[CH:15]=[CH:16][C:11]([C@@H:9]([NH:8][C:6]2[CH:5]=[C:4]([C:18]3[CH:19]=[N:20][N:21]([CH2:23][O:24][CH2:25][CH2:26][Si:27]([CH3:30])([CH3:29])[CH3:28])[CH:22]=3)[CH:3]=[C:2]([NH:31][C:32]3[CH:37]=[N:36][CH:35]=[CH:34][N:33]=3)[N:7]=2)[CH3:10])=[CH:12][CH:13]=1. (2) The product is: [Cl:1][C:14]1[CH:15]=[C:10]2[C:11](=[CH:12][CH:13]=1)[NH:7][C:21]([C:28]([O:31][CH2:32][CH3:33])=[O:30])=[C:20]2[C:19]([N:18]([CH3:17])[CH3:27])=[O:5]. Given the reactants [ClH:1].CNC.[OH2:5].O[N:7]1[C:11]2[CH:12]=[CH:13][CH:14]=[CH:15][C:10]=2N=N1.Cl.[CH3:17][N:18]([CH3:27])[CH2:19][CH2:20][CH2:21]N=C=NCC.[C:28]([O:31][CH2:32][CH3:33])(=[O:30])C, predict the reaction product. (3) Given the reactants Cl.C([N:9]1[CH2:17][C:16]2[C:11](=[CH:12][CH:13]=[CH:14][C:15]=2[Br:18])[CH2:10]1)C1C=CC=CC=1.[OH-].[Na+].ClC(OC(Cl)=O)C, predict the reaction product. The product is: [Br:18][C:15]1[CH:14]=[CH:13][CH:12]=[C:11]2[C:16]=1[CH2:17][NH:9][CH2:10]2. (4) Given the reactants [C:1]([O:6][CH:7]1[CH:14]2[CH:10]3[CH:11]([CH:16]([C:17](Cl)=[O:18])[CH:8]1[CH2:9]3)[C:12](=[O:15])[O:13]2)(=[O:5])[C:2]([CH3:4])=[CH2:3].[F:20][C:21]([F:28])([S:24]([O-:27])(=[O:26])=[O:25])[CH2:22][OH:23].[C:29]1([S+:35]([C:42]2[CH:47]=[CH:46][CH:45]=[CH:44][CH:43]=2)[C:36]2[CH:41]=[CH:40][CH:39]=[CH:38][CH:37]=2)[CH:34]=[CH:33][CH:32]=[CH:31][CH:30]=1.C(N(CC)CC)C.Cl, predict the reaction product. The product is: [F:20][C:21]([F:28])([S:24]([O-:27])(=[O:26])=[O:25])[CH2:22][O:23][C:17]([CH:16]1[CH:11]2[CH:10]3[CH:14]([CH:7]([O:6][C:1](=[O:5])[C:2]([CH3:4])=[CH2:3])[CH:8]1[CH2:9]3)[O:13][C:12]2=[O:15])=[O:18].[C:42]1([S+:35]([C:29]2[CH:30]=[CH:31][CH:32]=[CH:33][CH:34]=2)[C:36]2[CH:41]=[CH:40][CH:39]=[CH:38][CH:37]=2)[CH:43]=[CH:44][CH:45]=[CH:46][CH:47]=1. (5) Given the reactants Cl[C:2]1[C:7]([C:8]2([F:14])[CH2:13][CH2:12][O:11][CH2:10][CH2:9]2)=[CH:6][CH:5]=[CH:4][N:3]=1.[S:15]1[C:19]2[CH:20]=[CH:21][CH:22]=[CH:23][C:18]=2[N:17]=[C:16]1[NH:24][C:25]1[CH:30]=[CH:29][C:28]([OH:31])=[CH:27][CH:26]=1.C(=O)([O-])[O-].[Cs+].[Cs+], predict the reaction product. The product is: [F:14][C:8]1([C:7]2[C:2]([O:31][C:28]3[CH:27]=[CH:26][C:25]([NH:24][C:16]4[S:15][C:19]5[CH:20]=[CH:21][CH:22]=[CH:23][C:18]=5[N:17]=4)=[CH:30][CH:29]=3)=[N:3][CH:4]=[CH:5][CH:6]=2)[CH2:13][CH2:12][O:11][CH2:10][CH2:9]1. (6) The product is: [CH3:3][C:2]([S:4]([NH:6][C:7]([CH:8]1[N:9]=[CH:15][O:11][NH:10]1)([CH3:13])[CH3:12])=[O:5])([CH3:14])[CH3:1]. Given the reactants [CH3:1][C:2]([CH3:14])([S:4]([NH:6][C:7]([CH3:13])([CH3:12])/[C:8](=[N:10]/[OH:11])/[NH2:9])=[O:5])[CH3:3].[CH3:15]C(O)=O, predict the reaction product. (7) Given the reactants [C:1]([O:5][C:6]([N:8]1[CH2:13][CH2:12][CH2:11][CH2:10][CH:9]1[C:14]([OH:16])=O)=[O:7])([CH3:4])([CH3:3])[CH3:2].Cl.[C:18]1([CH2:24][CH2:25][CH2:26][CH:27]([NH2:37])[CH2:28][CH2:29][CH2:30][C:31]2[CH:36]=[CH:35][CH:34]=[CH:33][CH:32]=2)[CH:23]=[CH:22][CH:21]=[CH:20][CH:19]=1.C(N(C(C)C)CC)(C)C.C1CN([P+](ON2N=NC3C=CC=CC2=3)(N2CCCC2)N2CCCC2)CC1.F[P-](F)(F)(F)(F)F, predict the reaction product. The product is: [C:31]1([CH2:30][CH2:29][CH2:28][CH:27]([NH:37][C:14]([CH:9]2[CH2:10][CH2:11][CH2:12][CH2:13][N:8]2[C:6]([O:5][C:1]([CH3:2])([CH3:3])[CH3:4])=[O:7])=[O:16])[CH2:26][CH2:25][CH2:24][C:18]2[CH:19]=[CH:20][CH:21]=[CH:22][CH:23]=2)[CH:36]=[CH:35][CH:34]=[CH:33][CH:32]=1.